This data is from Full USPTO retrosynthesis dataset with 1.9M reactions from patents (1976-2016). The task is: Predict the reactants needed to synthesize the given product. Given the product [F:16][C:8]1[CH:18]=[C:17]([O:20][CH3:25])[CH:11]=[C:12]([F:13])[C:7]=1[C:4]1[C:1]([CH3:2])=[N:23][N:22]([CH3:21])[C:5]=1[NH2:6], predict the reactants needed to synthesize it. The reactants are: [C:1]([CH:4]([C:7]1[C:12]([F:13])=[CH:11]C(OC)=C[C:8]=1[F:16])[C:5]#[N:6])(=O)[CH3:2].[C:17]([OH:20])(=O)[CH3:18].[CH3:21][NH:22][NH2:23].O.[CH2:25](O)C.